Task: Predict the reactants needed to synthesize the given product.. Dataset: Full USPTO retrosynthesis dataset with 1.9M reactions from patents (1976-2016) (1) Given the product [Br:1][C:2]1[C:3](=[O:19])[N:4]([CH2:28][C:24]2[CH:25]=[CH:26][CH:27]=[C:22]([CH2:21][Br:20])[CH:23]=2)[C:5]([CH3:18])=[CH:6][C:7]=1[O:8][CH2:9][C:10]1[CH:15]=[CH:14][C:13]([F:16])=[CH:12][C:11]=1[F:17], predict the reactants needed to synthesize it. The reactants are: [Br:1][C:2]1[C:3](=[O:19])[NH:4][C:5]([CH3:18])=[CH:6][C:7]=1[O:8][CH2:9][C:10]1[CH:15]=[CH:14][C:13]([F:16])=[CH:12][C:11]=1[F:17].[Br:20][CH2:21][C:22]1[CH:27]=[CH:26][CH:25]=[C:24]([CH2:28]Br)[CH:23]=1.[H-].[Na+]. (2) Given the product [OH:14][C:11]1([CH2:15][NH:16][C:17]([N:19]2[C:27]3[C:22](=[CH:23][CH:24]=[CH:25][CH:26]=3)[C:21]([CH3:28])([CH3:29])[C:20]2=[O:30])=[O:18])[CH2:12][CH2:13][NH:8][CH2:9][CH2:10]1, predict the reactants needed to synthesize it. The reactants are: C([N:8]1[CH2:13][CH2:12][C:11]([CH2:15][NH:16][C:17]([N:19]2[C:27]3[C:22](=[CH:23][CH:24]=[CH:25][CH:26]=3)[C:21]([CH3:29])([CH3:28])[C:20]2=[O:30])=[O:18])([OH:14])[CH2:10][CH2:9]1)C1C=CC=CC=1. (3) Given the product [CH2:1]([O:3][C:4](=[O:31])[CH2:5][C:6]1[CH:11]=[CH:10][C:9]([O:12][CH3:13])=[C:8]([O:14][C:15]2[CH:20]=[CH:19][C:18]([NH:21][C:40]([NH:39][CH2:32][C:33]3[CH:38]=[CH:37][CH:36]=[CH:35][CH:34]=3)=[O:41])=[CH:17][C:16]=2[CH2:22][S:23][C:24]2[CH:25]=[CH:26][C:27]([Cl:30])=[CH:28][CH:29]=2)[CH:7]=1)[CH3:2], predict the reactants needed to synthesize it. The reactants are: [CH2:1]([O:3][C:4](=[O:31])[CH2:5][C:6]1[CH:11]=[CH:10][C:9]([O:12][CH3:13])=[C:8]([O:14][C:15]2[CH:20]=[CH:19][C:18]([NH2:21])=[CH:17][C:16]=2[CH2:22][S:23][C:24]2[CH:29]=[CH:28][C:27]([Cl:30])=[CH:26][CH:25]=2)[CH:7]=1)[CH3:2].[CH2:32]([N:39]=[C:40]=[O:41])[C:33]1[CH:38]=[CH:37][CH:36]=[CH:35][CH:34]=1. (4) Given the product [Br:1][C:18]1[CH:19]=[C:20]([C:21]([O:23][CH3:24])=[O:22])[C:15]([O:14][CH2:12][CH3:13])=[CH:16][C:17]=1[C:25]1[CH:30]=[CH:29][CH:28]=[CH:27][C:26]=1[F:31], predict the reactants needed to synthesize it. The reactants are: [Br:1]N1C(=O)NC(=O)N(Br)C1=O.[CH2:12]([O:14][C:15]1[CH:16]=[C:17]([C:25]2[CH:30]=[CH:29][CH:28]=[CH:27][C:26]=2[F:31])[CH:18]=[CH:19][C:20]=1[C:21]([O:23][CH3:24])=[O:22])[CH3:13].CN(C=O)C. (5) Given the product [C:28]([O:1][C:2]1[CH:7]=[CH:6][CH:5]=[C:4]([OH:8])[C:3]=1[C:9](=[O:12])[CH2:10][CH3:11])([CH3:30])([CH3:29])[CH3:27], predict the reactants needed to synthesize it. The reactants are: [OH:1][C:2]1[CH:7]=[CH:6][CH:5]=[C:4]([OH:8])[C:3]=1[C:9](=[O:12])[CH2:10][CH3:11].OP(O)(O)=O.B(F)(F)F.CCOCC.[CH3:27][C:28](=[CH2:30])[CH3:29].[OH-].[NH4+]. (6) Given the product [Br:20][C:21]1[CH:29]=[CH:28][C:27]([Br:30])=[CH:26][C:22]=1[C:23](=[O:24])[CH2:7][CH2:8][CH2:9][CH2:10][CH2:11][CH2:12][CH2:13][CH2:14][CH2:15][CH3:16], predict the reactants needed to synthesize it. The reactants are: C([Li])(C)(C)C.I[CH2:7][CH2:8][CH2:9][CH2:10][CH2:11][CH2:12][CH2:13][CH2:14][CH2:15][CH3:16].[Cu]C#N.[Br:20][C:21]1[CH:29]=[CH:28][C:27]([Br:30])=[CH:26][C:22]=1[C:23](Cl)=[O:24]. (7) Given the product [CH:16]1([NH:1][C:2]2[CH:12]=[CH:11][C:10]([N+:13]([O-:15])=[O:14])=[CH:9][C:3]=2[C:4]([O:6][CH2:7][CH3:8])=[O:5])[CH2:20][CH2:19][CH2:18][CH2:17]1, predict the reactants needed to synthesize it. The reactants are: [NH2:1][C:2]1[CH:12]=[CH:11][C:10]([N+:13]([O-:15])=[O:14])=[CH:9][C:3]=1[C:4]([O:6][CH2:7][CH3:8])=[O:5].[C:16]1(=O)[CH2:20][CH2:19][CH2:18][CH2:17]1.[BH4-].[Na+].S(=O)(=O)(O)O.C(=O)(O)[O-].[Na+].